From a dataset of Forward reaction prediction with 1.9M reactions from USPTO patents (1976-2016). Predict the product of the given reaction. (1) The product is: [CH3:25][N:26]([CH2:23][C:15]1[N:16]=[C:17]2[CH:22]=[CH:21][CH:20]=[CH:19][N:18]2[C:14]=1[C:11]1[CH:12]=[N:13][C:8]([N:5]2[CH2:6][CH2:7][N:2]([CH3:1])[CH2:3][CH2:4]2)=[CH:9][CH:10]=1)[C@@H:27]1[C:36]2[N:35]=[CH:34][CH:33]=[CH:32][C:31]=2[CH2:30][CH2:29][CH2:28]1. Given the reactants [CH3:1][N:2]1[CH2:7][CH2:6][N:5]([C:8]2[N:13]=[CH:12][C:11]([C:14]3[N:18]4[CH:19]=[CH:20][CH:21]=[CH:22][C:17]4=[N:16][C:15]=3[CH:23]=O)=[CH:10][CH:9]=2)[CH2:4][CH2:3]1.[CH3:25][NH:26][C@@H:27]1[C:36]2[N:35]=[CH:34][CH:33]=[CH:32][C:31]=2[CH2:30][CH2:29][CH2:28]1.CN(CC1N=C2C=CC=CN2C=1C1C=CN=CC=1)[C@@H]1C2N=CC=CC=2CCC1, predict the reaction product. (2) Given the reactants [CH2:1]([O:8][C:9]1[C:10]([C:24]([O:26][CH3:27])=[O:25])=[N:11][N:12]2[CH:17]([C:18]([O:20][CH2:21][CH3:22])=[O:19])[CH2:16]NC(=O)[C:13]=12)[C:2]1[CH:7]=[CH:6][CH:5]=[CH:4][CH:3]=1.[H-].[Na+].IC.Cl.[CH3:33][N:34]([CH:36]=[O:37])[CH3:35], predict the reaction product. The product is: [CH2:1]([O:8][C:9]1[C:10]([C:24]([O:26][CH3:27])=[O:25])=[N:11][N:12]2[C:17]([CH3:16])([C:18]([O:20][CH2:21][CH3:22])=[O:19])[CH2:33][N:34]([CH3:35])[C:36](=[O:37])[C:13]=12)[C:2]1[CH:7]=[CH:6][CH:5]=[CH:4][CH:3]=1. (3) Given the reactants [ClH:1].Cl.N[C@H]1CCN(C2CCCCC2(C(C2C3C(=CC=CC=3)C=CC=2)C)O)C1.[OH:28][C:29]1([CH:35]([C:51]2[C:60]3[C:55](=[CH:56][CH:57]=[CH:58][CH:59]=3)[CH:54]=[CH:53][CH:52]=2)[C:36]([N:38]2[CH2:42][CH2:41][C@H:40]([NH:43]C(=O)OC(C)(C)C)[CH2:39]2)=O)[CH2:34][CH2:33][CH2:32][CH2:31][CH2:30]1, predict the reaction product. The product is: [ClH:1].[ClH:1].[NH2:43][C@H:40]1[CH2:41][CH2:42][N:38]([CH2:36][CH:35]([C:29]2([OH:28])[CH2:34][CH2:33][CH2:32][CH2:31][CH2:30]2)[C:51]2[C:60]3[C:55](=[CH:56][CH:57]=[CH:58][CH:59]=3)[CH:54]=[CH:53][CH:52]=2)[CH2:39]1.